This data is from NCI-60 drug combinations with 297,098 pairs across 59 cell lines. The task is: Regression. Given two drug SMILES strings and cell line genomic features, predict the synergy score measuring deviation from expected non-interaction effect. (1) Drug 1: C1CNP(=O)(OC1)N(CCCl)CCCl. Drug 2: N.N.Cl[Pt+2]Cl. Cell line: OVCAR-4. Synergy scores: CSS=24.7, Synergy_ZIP=2.31, Synergy_Bliss=2.35, Synergy_Loewe=-44.3, Synergy_HSA=-0.174. (2) Drug 1: CCC1(CC2CC(C3=C(CCN(C2)C1)C4=CC=CC=C4N3)(C5=C(C=C6C(=C5)C78CCN9C7C(C=CC9)(C(C(C8N6C)(C(=O)OC)O)OC(=O)C)CC)OC)C(=O)OC)O. Drug 2: C1CC(CCC1OC2=C(C(=CC=C2)Cl)F)(CC3=NC(=CC=C3)NC4=NC=CS4)C(=O)O. Cell line: NCI-H460. Synergy scores: CSS=58.1, Synergy_ZIP=0.321, Synergy_Bliss=-2.21, Synergy_Loewe=-6.18, Synergy_HSA=2.09.